This data is from Full USPTO retrosynthesis dataset with 1.9M reactions from patents (1976-2016). The task is: Predict the reactants needed to synthesize the given product. (1) The reactants are: [CH2:1]([O:3][C:4]1[CH:9]=[CH:8][CH:7]=[C:6]([CH2:10][CH2:11][N+:12]([O-])=O)[CH:5]=1)[CH3:2]. Given the product [CH2:1]([O:3][C:4]1[CH:5]=[C:6]([CH2:10][CH2:11][NH2:12])[CH:7]=[CH:8][CH:9]=1)[CH3:2], predict the reactants needed to synthesize it. (2) Given the product [C:1]([P:5]([C:6]([CH3:9])([CH3:8])[CH3:7])[CH2:12][CH3:13])([CH3:4])([CH3:3])[CH3:2], predict the reactants needed to synthesize it. The reactants are: [C:1]([P:5](Cl)[C:6]([CH3:9])([CH3:8])[CH3:7])([CH3:4])([CH3:3])[CH3:2].O1CC[CH2:13][CH2:12]1.C([Mg]Cl)C.S(=O)(=O)(O)O. (3) Given the product [N:9]1([CH2:14][C@@H:15]2[CH2:19][CH2:18][CH2:17][N:16]2[C:20]([C:22]2[CH:23]=[CH:24][C:25]([C:3]3[CH:4]=[CH:5][S:1][CH:2]=3)=[CH:26][CH:27]=2)=[O:21])[CH2:10][CH2:11][CH2:12][CH2:13]1, predict the reactants needed to synthesize it. The reactants are: [S:1]1[CH:5]=[CH:4][C:3](B(O)O)=[CH:2]1.[N:9]1([CH2:14][CH:15]2[CH2:19][CH2:18][CH2:17][N:16]2[C:20]([C:22]2[CH:27]=[CH:26][C:25](Br)=[CH:24][CH:23]=2)=[O:21])[CH2:13][CH2:12][CH2:11][CH2:10]1. (4) Given the product [CH:37]1[C:38]2[C:25]3([N:24]=[CH:23][CH2:44][O:43][CH2:42]3)[C:26]3[C:31](=[CH:30][CH:29]=[C:28]([OH:41])[CH:27]=3)[O:32][C:33]=2[CH:34]=[CH:35][CH:36]=1, predict the reactants needed to synthesize it. The reactants are: O.O.O.[F-].C([N+](CCCC)(CCCC)CCCC)CCC.N[C:23]1[CH2:44][O:43][CH2:42][C@:25]2([C:38]3[CH:37]=[C:36](Br)[CH:35]=[C:34](F)[C:33]=3[O:32][C:31]3[C:26]2=[CH:27][C:28]([OH:41])=[CH:29][CH:30]=3)[N:24]=1.C[Si](C)(C)C#CC1(C)COC1. (5) Given the product [CH3:6][Si:5]([CH3:8])([CH3:7])[CH2:4][CH2:3][O:2][C:1]([O:11][N:12]1[C:16](=[O:17])[CH2:15][CH2:14][C:13]1=[O:18])=[O:9], predict the reactants needed to synthesize it. The reactants are: [C:1](Cl)(=[O:9])[O:2][CH2:3][CH2:4][Si:5]([CH3:8])([CH3:7])[CH3:6].[OH:11][N:12]1[C:16](=[O:17])[CH2:15][CH2:14][C:13]1=[O:18].C(N(CC)CC)C.O. (6) Given the product [C:10]1([C:7]2[C:8]([NH2:9])=[N:21][CH:4]=[CH:5][C:6]=2[C:16]([F:19])([F:18])[F:17])[CH:15]=[CH:14][CH:13]=[CH:12][CH:11]=1, predict the reactants needed to synthesize it. The reactants are: C(O[CH:4]=[CH:5][C:6](O)([C:16]([F:19])([F:18])[F:17])[CH:7]([C:10]1[CH:15]=[CH:14][CH:13]=[CH:12][CH:11]=1)[C:8]#[N:9])C.[NH3:21]. (7) Given the product [NH2:1][C@@H:2]([CH2:7][CH:8]1[CH2:13][CH2:12][CH2:11][CH2:10][O:9]1)[CH2:3][OH:4], predict the reactants needed to synthesize it. The reactants are: [NH2:1][C@@H:2]([CH2:7][CH:8]1[CH2:13][CH2:12][CH2:11][CH2:10][O:9]1)[C:3](OC)=[O:4].[H-].[Al+3].[Li+].[H-].[H-].[H-]. (8) The reactants are: [CH2:1]([C@@H:5]1[NH:10][CH2:9][C@H:8]([CH2:11][CH:12]([CH3:14])[CH3:13])[NH:7][C:6]1=[O:15])[CH:2]([CH3:4])[CH3:3].[F:16][C:17]1[CH:18]=[C:19]([C@@H:24]2[CH2:26][C@H:25]2[C:27](O)=[O:28])[CH:20]=[CH:21][C:22]=1[F:23].C([C@@H]1N(C(=O)/C=C/C2C=CC=CC=2)C[C@H](CC(C)C)NC1=O)C(C)C. Given the product [F:16][C:17]1[CH:18]=[C:19]([C@@H:24]2[CH2:26][C@H:25]2[C:27]([N:10]2[CH2:9][C@H:8]([CH2:11][CH:12]([CH3:14])[CH3:13])[NH:7][C:6](=[O:15])[C@@H:5]2[CH2:1][CH:2]([CH3:4])[CH3:3])=[O:28])[CH:20]=[CH:21][C:22]=1[F:23], predict the reactants needed to synthesize it. (9) The reactants are: [CH2:1]([O:8][C:9]1[CH:10]=[CH:11][C:12]([O:26][CH:27]([CH3:29])[CH3:28])=[C:13]([C:15]2[NH:25][C:18]3=[N:19][CH:20]=[C:21]([CH:23]=O)[CH:22]=[C:17]3[N:16]=2)[CH:14]=1)[C:2]1[CH:7]=[CH:6][CH:5]=[CH:4][CH:3]=1.[CH3:30][CH:31]([CH3:34])[CH2:32][NH2:33].C(O[BH-](OC(=O)C)OC(=O)C)(=O)C.[Na+].O. Given the product [CH2:1]([O:8][C:9]1[CH:10]=[CH:11][C:12]([O:26][CH:27]([CH3:28])[CH3:29])=[C:13]([C:15]2[NH:25][C:18]3=[N:19][CH:20]=[C:21]([CH2:23][NH:33][CH2:32][CH:31]([CH3:34])[CH3:30])[CH:22]=[C:17]3[N:16]=2)[CH:14]=1)[C:2]1[CH:7]=[CH:6][CH:5]=[CH:4][CH:3]=1, predict the reactants needed to synthesize it.